This data is from Forward reaction prediction with 1.9M reactions from USPTO patents (1976-2016). The task is: Predict the product of the given reaction. (1) Given the reactants [Cl:1][C:2]1[CH:7]=[CH:6][C:5]([C:8]2[N:12]([CH:13]([CH:29]3[CH2:34][CH2:33][CH2:32][CH2:31][CH2:30]3)[C:14](C)(OC3C=CC(C4NN=NN=4)=CC=3)C)[C:11]3[CH:35]=[C:36](F)[C:37](F)=[CH:38][C:10]=3[N:9]=2)=[CH:4][CH:3]=1.[F:41][C:42]1[CH:43]=[C:44]([CH:47]=[C:48]([F:51])[C:49]=1[OH:50])[C:45]#[N:46].C1(P(C2C=CC=CC=2)C2C=CC=CC=2)C=CC=CC=1.N(C(OC(C)(C)C)=O)=NC(OC(C)(C)C)=O, predict the reaction product. The product is: [Cl:1][C:2]1[CH:3]=[CH:4][C:5]([C:8]2[N:12]([CH:13]([CH:29]3[CH2:34][CH2:33][CH2:32][CH2:31][CH2:30]3)[CH2:14][O:50][C:49]3[C:42]([F:41])=[CH:43][C:44]([C:45]#[N:46])=[CH:47][C:48]=3[F:51])[C:11]3[CH:35]=[CH:36][CH:37]=[CH:38][C:10]=3[N:9]=2)=[CH:6][CH:7]=1. (2) Given the reactants Br[C:2]1[CH:3]=[C:4]([O:22][CH:23]([CH2:25][CH3:26])[CH3:24])[C:5]([CH3:21])=[C:6]([CH:20]=1)[C:7]([NH:9][CH2:10][C:11]1[C:12](=[O:19])[NH:13][C:14]([CH3:18])=[CH:15][C:16]=1[CH3:17])=[O:8].[C:27]([Zn]C#N)#[N:28].CCOC(C)=O, predict the reaction product. The product is: [CH:23]([O:22][C:4]1[C:5]([CH3:21])=[C:6]([CH:20]=[C:2]([C:27]#[N:28])[CH:3]=1)[C:7]([NH:9][CH2:10][C:11]1[C:12](=[O:19])[NH:13][C:14]([CH3:18])=[CH:15][C:16]=1[CH3:17])=[O:8])([CH2:25][CH3:26])[CH3:24]. (3) Given the reactants CS[C:3]1[N:8]=[C:7]([NH:9][CH2:10][C:11]2[CH:16]=[CH:15][C:14]([O:17][CH3:18])=[C:13]([Cl:19])[CH:12]=2)[C:6]([C:20](=[O:29])[NH:21][CH2:22][C:23]2[CH:28]=[CH:27][CH:26]=[CH:25][N:24]=2)=[CH:5][N:4]=1.ClC1C=CC=C(C(OO)=O)C=1.[NH:41]1[CH2:46][CH2:45][NH:44][CH2:43][CH2:42]1.C(OCC)(=O)C, predict the reaction product. The product is: [N:41]1([C:3]2[N:8]=[C:7]([NH:9][CH2:10][C:11]3[CH:16]=[CH:15][C:14]([O:17][CH3:18])=[C:13]([Cl:19])[CH:12]=3)[C:6]([C:20](=[O:29])[NH:21][CH2:22][C:23]3[CH:28]=[CH:27][CH:26]=[CH:25][N:24]=3)=[CH:5][N:4]=2)[CH2:46][CH2:45][NH:44][CH2:43][CH2:42]1. (4) The product is: [C:1]([C:4]1[CH:9]=[CH:8][CH:7]=[CH:6][C:5]=1[C:14]1[C:15]([C:16]([O:18][CH3:19])=[O:17])=[CH:20][C:21]([C:24]2[CH:25]=[CH:26][C:27]3[O:31][C:30]([C:32]4[CH:33]=[CH:34][C:35]([F:38])=[CH:36][CH:37]=4)=[C:29]([C:39](=[O:42])[NH:40][CH3:41])[C:28]=3[CH:43]=2)=[CH:22][CH:23]=1)(=[O:3])[NH2:2]. Given the reactants [C:1]([C:4]1[CH:9]=[CH:8][CH:7]=[CH:6][C:5]=1B(O)O)(=[O:3])[NH2:2].Cl[C:14]1[CH:23]=[CH:22][C:21]([C:24]2[CH:25]=[CH:26][C:27]3[O:31][C:30]([C:32]4[CH:37]=[CH:36][C:35]([F:38])=[CH:34][CH:33]=4)=[C:29]([C:39](=[O:42])[NH:40][CH3:41])[C:28]=3[CH:43]=2)=[CH:20][C:15]=1[C:16]([O:18][CH3:19])=[O:17].P([O-])([O-])([O-])=O.[K+].[K+].[K+].C1(P(C2CCCCC2)C2C=CC=CC=2C2C(OC)=CC=CC=2OC)CCCCC1, predict the reaction product. (5) Given the reactants O1[C:5]2([CH2:10][CH2:9][CH:8]([O:11][C:12]3[CH:17]=[CH:16][N:15]=[CH:14][CH:13]=3)[CH2:7][CH2:6]2)[O:4]CC1.Cl, predict the reaction product. The product is: [N:15]1[CH:16]=[CH:17][C:12]([O:11][CH:8]2[CH2:7][CH2:6][C:5](=[O:4])[CH2:10][CH2:9]2)=[CH:13][CH:14]=1. (6) The product is: [Cl:19][C:16]1[CH:15]=[CH:14][C:13]([C:11]([N:10]2[C:9]3[C:4](=[CH:5][C:6]([O:20][CH3:21])=[CH:7][CH:8]=3)[C:3]([CH2:22][C:23]([NH2:32])=[O:24])=[C:2]2[CH3:1])=[O:12])=[CH:18][CH:17]=1. Given the reactants [CH3:1][C:2]1[N:10]([C:11]([C:13]2[CH:14]=[CH:15][C:16]([Cl:19])=[CH:17][CH:18]=2)=[O:12])[C:9]2[CH:8]=[CH:7][C:6]([O:20][CH3:21])=[CH:5][C:4]=2[C:3]=1[CH2:22][C:23](O)=[O:24].OC1C2N=N[NH:32]C=2C=CC=1.N.C1(N=C=NCCN2CCOCC2)CCCCC1.CC1C=CC(S(O)(=O)=O)=CC=1, predict the reaction product. (7) Given the reactants C(O)C.[CH:4]1([NH:7][CH2:8][C@@H:9]2[C@H:13]([F:14])[CH2:12][NH:11][CH2:10]2)[CH2:6][CH2:5]1.[ClH:15].CO.C(OCC)(=O)C, predict the reaction product. The product is: [ClH:15].[ClH:15].[CH:4]1([NH:7][CH2:8][C@@H:9]2[C@H:13]([F:14])[CH2:12][NH:11][CH2:10]2)[CH2:6][CH2:5]1.